This data is from Forward reaction prediction with 1.9M reactions from USPTO patents (1976-2016). The task is: Predict the product of the given reaction. (1) The product is: [C:16]([O:20][C:21]([CH:23]1[CH2:28][CH2:27][N:26]([C:29]2[C:30]([C:42]#[N:43])=[CH:31][C:32]([C:36]([O:38][CH:39]([CH3:40])[CH3:41])=[O:37])=[C:33]([O:1][S:2]([C:5]([F:8])([F:7])[F:6])(=[O:4])=[O:3])[N:34]=2)[CH2:25][CH2:24]1)=[O:22])([CH3:18])([CH3:19])[CH3:17]. Given the reactants [O:1](S(C(F)(F)F)(=O)=O)[S:2]([C:5]([F:8])([F:7])[F:6])(=[O:4])=[O:3].[C:16]([O:20][C:21]([CH:23]1[CH2:28][CH2:27][N:26]([C:29]2[NH:34][C:33](=O)[C:32]([C:36]([O:38][CH:39]([CH3:41])[CH3:40])=[O:37])=[CH:31][C:30]=2[C:42]#[N:43])[CH2:25][CH2:24]1)=[O:22])([CH3:19])([CH3:18])[CH3:17].C([O-])(O)=O.[Na+], predict the reaction product. (2) Given the reactants [NH2:1][C:2]1[CH:3]=[C:4]([CH:10]=[CH:11][C:12]=1[NH:13][CH:14]([CH3:16])[CH3:15])[C:5]([O:7][CH2:8][CH3:9])=[O:6].[CH2:17]([N:19]1[C:31]2[CH:30]=[CH:29][C:28]([CH:32]=O)=[CH:27][C:26]=2[C:25]2[C:20]1=[CH:21][CH:22]=[CH:23][CH:24]=2)[CH3:18], predict the reaction product. The product is: [CH2:17]([N:19]1[C:31]2[CH:30]=[CH:29][C:28]([C:32]3[N:13]([CH:14]([CH3:15])[CH3:16])[C:12]4[CH:11]=[CH:10][C:4]([C:5]([O:7][CH2:8][CH3:9])=[O:6])=[CH:3][C:2]=4[N:1]=3)=[CH:27][C:26]=2[C:25]2[C:20]1=[CH:21][CH:22]=[CH:23][CH:24]=2)[CH3:18]. (3) Given the reactants [CH:1]1([N:6]2[CH2:11][CH2:10][N:9]([C:12]([C:14]3[CH:15]=[C:16]4[C:20](=[CH:21][CH:22]=3)[NH:19][C:18]([C:23]([OH:25])=O)=[CH:17]4)=[O:13])[CH2:8][CH2:7]2)[CH2:5][CH2:4][CH2:3][CH2:2]1.C1(N2CCN(C(C3C=C4C(=CC=3)NC(C(N3CCS(=O)(=O)CC3)=O)=C4)=O)CC2)CCCC1.F[B-](F)(F)F.N1(OC(N(C)C)=[N+](C)C)C2C=CC=CC=2N=N1.[F:80][C:81]1[CH:87]=[CH:86][C:84]([NH2:85])=[CH:83][CH:82]=1.C(N(CC)C(C)C)(C)C, predict the reaction product. The product is: [F:80][C:81]1[CH:87]=[CH:86][C:84]([NH:85][C:23]([C:18]2[NH:19][C:20]3[C:16]([CH:17]=2)=[CH:15][C:14]([C:12]([N:9]2[CH2:10][CH2:11][N:6]([CH:1]4[CH2:5][CH2:4][CH2:3][CH2:2]4)[CH2:7][CH2:8]2)=[O:13])=[CH:22][CH:21]=3)=[O:25])=[CH:83][CH:82]=1. (4) Given the reactants [Cl:1][C:2]1[CH:7]=[CH:6][C:5]([CH2:8][CH:9]([NH:14][CH:15]=O)[C:10]([CH3:13])([CH3:12])[CH3:11])=[CH:4][C:3]=1[O:17][CH2:18][CH2:19][CH2:20][O:21][CH3:22].O=P(Cl)(Cl)Cl, predict the reaction product. The product is: [C:10]([CH:9]1[CH2:8][C:5]2[C:6](=[CH:7][C:2]([Cl:1])=[C:3]([O:17][CH2:18][CH2:19][CH2:20][O:21][CH3:22])[CH:4]=2)[CH:15]=[N:14]1)([CH3:13])([CH3:12])[CH3:11].